This data is from Full USPTO retrosynthesis dataset with 1.9M reactions from patents (1976-2016). The task is: Predict the reactants needed to synthesize the given product. (1) The reactants are: [O:1]1[CH:5]=[CH:4][CH:3]=[C:2]1[CH:6]=O.[F:8][C:9]1[CH:10]=[C:11]([CH:23]=[CH:24][CH:25]=1)[CH2:12][O:13][C:14]1[CH:15]=[C:16]([CH2:20][CH2:21][NH2:22])[CH:17]=[CH:18][CH:19]=1.[BH4-].[Na+]. Given the product [F:8][C:9]1[CH:10]=[C:11]([CH:23]=[CH:24][CH:25]=1)[CH2:12][O:13][C:14]1[CH:15]=[C:16]([CH2:20][CH2:21][NH:22][CH2:6][C:2]2[O:1][CH:5]=[CH:4][CH:3]=2)[CH:17]=[CH:18][CH:19]=1, predict the reactants needed to synthesize it. (2) Given the product [CH3:1][O:2][C:3]1[C:8]([O:9][CH3:10])=[CH:7][CH:6]=[C:5]([C:11]2[C:20]3[C:15](=[CH:16][CH:17]=[CH:18][C:19]=3[N+:21]([O-:23])=[O:22])[CH:14]=[N:13][CH:12]=2)[C:4]=1[OH:24], predict the reactants needed to synthesize it. The reactants are: [CH3:1][O:2][C:3]1[C:4]([O:24]COC)=[C:5]([C:11]2[C:20]3[C:15](=[CH:16][CH:17]=[CH:18][C:19]=3[N+:21]([O-:23])=[O:22])[CH:14]=[N:13][CH:12]=2)[CH:6]=[CH:7][C:8]=1[O:9][CH3:10].O.C1(C)C=CC(S(O)(=O)=O)=CC=1.C(=O)(O)[O-].[Na+]. (3) Given the product [CH3:1][O:2][C:3](=[O:21])[CH2:4][C:5]1[CH:10]=[CH:9][CH:8]=[C:7]([O:11][C:12]2[CH:17]=[CH:16][C:15]([Br:18])=[CH:14][C:13]=2[CH2:19][NH:22][C@@H:23]([CH2:26][C:27]2[CH:32]=[CH:31][CH:30]=[CH:29][CH:28]=2)[CH2:24][OH:25])[CH:6]=1, predict the reactants needed to synthesize it. The reactants are: [CH3:1][O:2][C:3](=[O:21])[CH2:4][C:5]1[CH:10]=[CH:9][CH:8]=[C:7]([O:11][C:12]2[CH:17]=[CH:16][C:15]([Br:18])=[CH:14][C:13]=2[CH:19]=O)[CH:6]=1.[NH2:22][C@@H:23]([CH2:26][C:27]1[CH:32]=[CH:31][CH:30]=[CH:29][CH:28]=1)[CH2:24][OH:25].C([BH3-])#N.[Na+]. (4) Given the product [Cl:10][C:11]1[N:16]=[C:15]([C:5]2[S:6][C:2]([CH3:1])=[CH:3][CH:4]=2)[CH:14]=[CH:13][N:12]=1, predict the reactants needed to synthesize it. The reactants are: [CH3:1][C:2]1[S:6][C:5](B(O)O)=[CH:4][CH:3]=1.[Cl:10][C:11]1[N:16]=[C:15](Cl)[CH:14]=[CH:13][N:12]=1.C([O-])([O-])=O.[Na+].[Na+].CC#N. (5) Given the product [C:33]([N:15]1[CH2:16][CH2:17][N:18]2[C:19](=[N:20][S:21](=[O:25])(=[O:24])[CH2:22][CH2:23]2)[C@@H:14]1[C:11]1[CH:12]=[CH:13][C:8]([O:1][C:2]2[CH:3]=[CH:4][CH:5]=[CH:6][CH:7]=2)=[CH:9][CH:10]=1)(=[O:35])[CH3:34], predict the reactants needed to synthesize it. The reactants are: [O:1]([C:8]1[CH:13]=[CH:12][C:11]([C@H:14]2[C:19]3=[N:20][S:21](=[O:25])(=[O:24])[CH2:22][CH2:23][N:18]3[CH2:17][CH2:16][NH:15]2)=[CH:10][CH:9]=1)[C:2]1[CH:7]=[CH:6][CH:5]=[CH:4][CH:3]=1.C(N(CC)CC)C.[C:33](Cl)(=[O:35])[CH3:34].O. (6) Given the product [CH3:22][O:21][C:18]1[CH:17]=[CH:16][C:15]([CH2:14][N:13]2[C:9]([N:8]([CH2:7][C:6]3[CH:27]=[CH:28][C:3]([O:2][CH3:1])=[CH:4][CH:5]=3)[CH3:26])=[N:10][C:11]([NH2:23])=[N:12]2)=[CH:20][CH:19]=1, predict the reactants needed to synthesize it. The reactants are: [CH3:1][O:2][C:3]1[CH:28]=[CH:27][C:6]([CH2:7][N:8]([CH3:26])[C:9]2[N:13]([CH2:14][C:15]3[CH:20]=[CH:19][C:18]([O:21][CH3:22])=[CH:17][CH:16]=3)[N:12]=[C:11]([N+:23]([O-])=O)[N:10]=2)=[CH:5][CH:4]=1.[NH4+].[Cl-]. (7) Given the product [N+:3]([C:6]1[CH:14]=[C:13]2[C:9]([CH:10]=[CH:11][N:12]2[CH2:16][C:17]([O:19][C:20]([CH3:23])([CH3:22])[CH3:21])=[O:18])=[CH:8][CH:7]=1)([O-:5])=[O:4], predict the reactants needed to synthesize it. The reactants are: [H-].[Na+].[N+:3]([C:6]1[CH:14]=[C:13]2[C:9]([CH:10]=[CH:11][NH:12]2)=[CH:8][CH:7]=1)([O-:5])=[O:4].Br[CH2:16][C:17]([O:19][C:20]([CH3:23])([CH3:22])[CH3:21])=[O:18].[Cl-].[NH4+]. (8) Given the product [Cl:39][C:36]1[CH:37]=[CH:38][C:33]([C@@:13]23[O:32][C@@:10]([C:53]([OH:56])([CH3:55])[CH3:54])([CH2:11][O:12]2)[C@@H:9]([OH:8])[C@H:15]([OH:16])[C@H:14]3[OH:24])=[CH:34][C:35]=1[CH2:40][C:41]1[CH:46]=[CH:45][C:44]([O:47][CH2:48][C:49]([F:51])([F:50])[F:52])=[CH:43][CH:42]=1, predict the reactants needed to synthesize it. The reactants are: C([O:8][C@H:9]1[C@H:15]([O:16]CC2C=CC=CC=2)[C@@H:14]([O:24]CC2C=CC=CC=2)[C@:13]2([C:33]3[CH:38]=[CH:37][C:36]([Cl:39])=[C:35]([CH2:40][C:41]4[CH:46]=[CH:45][C:44]([O:47][CH2:48][C:49]([F:52])([F:51])[F:50])=[CH:43][CH:42]=4)[CH:34]=3)[O:32][C@@:10]1([C:53]([OH:56])([CH3:55])[CH3:54])[CH2:11][O:12]2)C1C=CC=CC=1.ClC1C=CC=CC=1Cl. (9) Given the product [C:14]([C:13]1[CH:16]=[CH:17][C:10]([N:2]2[CH2:3][C:4]3([CH2:9][CH2:8][N:7]([CH2:30][CH:28]([C:22]4[CH:21]=[C:20]([O:19][CH3:18])[C:25]([C:26]#[N:27])=[CH:24][N:23]=4)[OH:29])[CH2:6][CH2:5]3)[CH2:1]2)=[N:11][CH:12]=1)#[N:15], predict the reactants needed to synthesize it. The reactants are: [CH2:1]1[C:4]2([CH2:9][CH2:8][NH:7][CH2:6][CH2:5]2)[CH2:3][N:2]1[C:10]1[CH:17]=[CH:16][C:13]([C:14]#[N:15])=[CH:12][N:11]=1.[CH3:18][O:19][C:20]1[C:25]([C:26]#[N:27])=[CH:24][N:23]=[C:22]([CH:28]2[CH2:30][O:29]2)[CH:21]=1.